This data is from Full USPTO retrosynthesis dataset with 1.9M reactions from patents (1976-2016). The task is: Predict the reactants needed to synthesize the given product. (1) Given the product [S:37]([OH:40])(=[O:39])(=[O:38])[CH3:36].[NH2:1][C:2]1[C:7]2[C:8]([C:11]3[CH:12]=[CH:13][C:14]([NH:17][C:18]([NH:20][C:21]4[CH:26]=[CH:25][CH:24]=[C:23]([F:27])[CH:22]=4)=[O:19])=[CH:15][CH:16]=3)=[CH:9][S:10][C:6]=2[C:5]([C:28]2[CH:29]=[N:30][N:31]([CH2:33][CH2:34][OH:35])[CH:32]=2)=[CH:4][N:3]=1, predict the reactants needed to synthesize it. The reactants are: [NH2:1][C:2]1[C:7]2[C:8]([C:11]3[CH:16]=[CH:15][C:14]([NH:17][C:18]([NH:20][C:21]4[CH:26]=[CH:25][CH:24]=[C:23]([F:27])[CH:22]=4)=[O:19])=[CH:13][CH:12]=3)=[CH:9][S:10][C:6]=2[C:5]([C:28]2[CH:29]=[N:30][N:31]([CH2:33][CH2:34][OH:35])[CH:32]=2)=[CH:4][N:3]=1.[CH3:36][S:37]([OH:40])(=[O:39])=[O:38].C(#N)C. (2) Given the product [Cl:1][C:2]1[C:3]([OH:38])=[C:4]([S:9]([N:12]([CH2:13][C:14]2[CH:19]=[CH:18][C:17]([CH2:20][N:21]([CH2:22][C:23]3[CH:28]=[CH:27][C:26]([F:29])=[CH:25][CH:24]=3)[S:47]([C:42]3[CH:41]=[C:40]([Cl:39])[CH:45]=[C:44]([Cl:46])[CH:43]=3)(=[O:49])=[O:48])=[CH:16][CH:15]=2)[CH2:30][C:31]2[CH:32]=[CH:33][C:34]([F:37])=[CH:35][CH:36]=2)(=[O:10])=[O:11])[CH:5]=[C:6]([Cl:8])[CH:7]=1, predict the reactants needed to synthesize it. The reactants are: [Cl:1][C:2]1[C:3]([OH:38])=[C:4]([S:9]([N:12]([CH2:30][C:31]2[CH:36]=[CH:35][C:34]([F:37])=[CH:33][CH:32]=2)[CH2:13][C:14]2[CH:19]=[CH:18][C:17]([CH2:20][NH:21][CH2:22][C:23]3[CH:28]=[CH:27][C:26]([F:29])=[CH:25][CH:24]=3)=[CH:16][CH:15]=2)(=[O:11])=[O:10])[CH:5]=[C:6]([Cl:8])[CH:7]=1.[Cl:39][C:40]1[CH:41]=[C:42]([S:47](Cl)(=[O:49])=[O:48])[CH:43]=[C:44]([Cl:46])[CH:45]=1.C(N(C(C)C)CC)(C)C. (3) Given the product [CH:39]1([C:37]([NH:36][C:34]2[N:35]=[C:30]3[CH:29]=[CH:28][C:27]([O:26][C:25]4[CH:42]=[CH:43][C:44]([F:45])=[C:23]([NH:22][C:8]([C:7]5[N:3]([CH2:1][CH3:2])[N:4]=[CH:5][CH:6]=5)=[O:10])[CH:24]=4)=[N:32][N:31]3[CH:33]=2)=[O:38])[CH2:40][CH2:41]1, predict the reactants needed to synthesize it. The reactants are: [CH2:1]([N:3]1[C:7]([C:8]([OH:10])=O)=[CH:6][CH:5]=[N:4]1)[CH3:2].O1CCCC1.C(Cl)(=O)C(Cl)=O.[NH2:22][C:23]1[CH:24]=[C:25]([CH:42]=[CH:43][C:44]=1[F:45])[O:26][C:27]1[CH:28]=[CH:29][C:30]2[N:31]([CH:33]=[C:34]([NH:36][C:37]([CH:39]3[CH2:41][CH2:40]3)=[O:38])[N:35]=2)[N:32]=1. (4) The reactants are: Br[C:2]1[N:7]2[CH:8]=[CH:9][N:10]=[C:6]2[CH:5]=[C:4]([CH3:11])[CH:3]=1.[CH3:12][O-:13].[Na+]. Given the product [CH3:12][O:13][C:2]1[N:7]2[CH:8]=[CH:9][N:10]=[C:6]2[CH:5]=[C:4]([CH3:11])[CH:3]=1, predict the reactants needed to synthesize it. (5) Given the product [C:42]([O:41][C:39]([NH:38][C:29]([N:25]1[CH2:24][CH2:23][C:22]2[C:27](=[CH:28][C:19]([O:18][CH2:17][CH:14]3[CH2:13][CH2:12][N:11]([CH2:10][C:9]([OH:46])=[O:8])[CH2:16][CH2:15]3)=[CH:20][CH:21]=2)[CH2:26]1)=[N:30][C:31]([O:33][C:34]([CH3:36])([CH3:35])[CH3:37])=[O:32])=[O:40])([CH3:43])([CH3:44])[CH3:45], predict the reactants needed to synthesize it. The reactants are: C([O:8][C:9](=[O:46])[CH2:10][N:11]1[CH2:16][CH2:15][CH:14]([CH2:17][O:18][C:19]2[CH:28]=[C:27]3[C:22]([CH2:23][CH2:24][N:25]([C:29](=[N:38][C:39]([O:41][C:42]([CH3:45])([CH3:44])[CH3:43])=[O:40])[NH:30][C:31]([O:33][C:34]([CH3:37])([CH3:36])[CH3:35])=[O:32])[CH2:26]3)=[CH:21][CH:20]=2)[CH2:13][CH2:12]1)C1C=CC=CC=1.